Dataset: Forward reaction prediction with 1.9M reactions from USPTO patents (1976-2016). Task: Predict the product of the given reaction. (1) Given the reactants [CH3:1][C:2]1[S:3][CH:4]=[C:5]([C:7]([N:9]2[CH2:14][C:13]3([CH2:19][CH2:18][N:17]([CH2:20][C:21]4[CH:22]=[C:23]([CH:26]=[CH:27][CH:28]=4)[CH:24]=O)[CH2:16][CH2:15]3)[O:12][CH2:11][CH2:10]2)=[O:8])[N:6]=1.[NH2:29][CH2:30][C@@H:31]([C:40]1[CH:49]=[CH:48][C:47]([OH:50])=[C:46]2[C:41]=1[CH:42]=[CH:43][C:44](=[O:51])[NH:45]2)[O:32][Si:33]([C:36]([CH3:39])([CH3:38])[CH3:37])([CH3:35])[CH3:34].C(O)(=O)C.C(O[BH-](OC(=O)C)OC(=O)C)(=O)C.[Na+], predict the reaction product. The product is: [Si:33]([O:32][C@H:31]([C:40]1[CH:49]=[CH:48][C:47]([OH:50])=[C:46]2[C:41]=1[CH:42]=[CH:43][C:44](=[O:51])[NH:45]2)[CH2:30][NH:29][CH2:24][C:23]1[CH:26]=[CH:27][CH:28]=[C:21]([CH2:20][N:17]2[CH2:16][CH2:15][C:13]3([O:12][CH2:11][CH2:10][N:9]([C:7]([C:5]4[N:6]=[C:2]([CH3:1])[S:3][CH:4]=4)=[O:8])[CH2:14]3)[CH2:19][CH2:18]2)[CH:22]=1)([C:36]([CH3:39])([CH3:38])[CH3:37])([CH3:35])[CH3:34]. (2) Given the reactants [CH2:1]([O:3][C:4]1[N:9]=[C:8]([C:10]2[CH2:15][CH2:14][N:13]([C:16]([O:18][C:19]([CH3:22])([CH3:21])[CH3:20])=[O:17])[CH2:12][CH:11]=2)[CH:7]=[CH:6][C:5]=1[N+:23]([O-])=O)[CH3:2].COCCOC1N=C(N2CCN(C(=O)C)CC2)C=CC=1[N+]([O-])=O, predict the reaction product. The product is: [NH2:23][C:5]1[CH:6]=[CH:7][C:8]([CH:10]2[CH2:15][CH2:14][N:13]([C:16]([O:18][C:19]([CH3:20])([CH3:22])[CH3:21])=[O:17])[CH2:12][CH2:11]2)=[N:9][C:4]=1[O:3][CH2:1][CH3:2]. (3) Given the reactants [C:1]1(=N)[C:13]2[C:5]([C:6]3[C:11]([CH:12]=2)=[CH:10][CH:9]=[CH:8][CH:7]=3)=[CH:4][CH:3]=[CH:2]1.Cl.[C:16]([O:20][C:21](=[O:24])[CH2:22][NH2:23])([CH3:19])([CH3:18])[CH3:17].C(Cl)Cl, predict the reaction product. The product is: [C:16]([O:20][C:21](=[O:24])[CH2:22][N:23]=[C:12]1[C:11]2[CH:10]=[CH:9][CH:8]=[CH:7][C:6]=2[C:5]2[C:13]1=[CH:1][CH:2]=[CH:3][CH:4]=2)([CH3:19])([CH3:18])[CH3:17]. (4) Given the reactants [NH2:1][C@@:2]1([C:12]2[CH:17]=[CH:16][C:15]([C:18]3[CH:23]=[CH:22][C:21]([C:24]#[N:25])=[CH:20][CH:19]=3)=[CH:14][CH:13]=2)[C:7]2=[N:8][CH:9]=[CH:10][CH:11]=[C:6]2[O:5][CH2:4][CH2:3]1.CCN(C(C)C)C(C)C.[F:35][C:36]1[CH:44]=[CH:43][C:39]([C:40](Cl)=[O:41])=[CH:38][CH:37]=1, predict the reaction product. The product is: [C:24]([C:21]1[CH:22]=[CH:23][C:18]([C:15]2[CH:16]=[CH:17][C:12]([C@:2]3([NH:1][C:40](=[O:41])[C:39]4[CH:43]=[CH:44][C:36]([F:35])=[CH:37][CH:38]=4)[C:7]4=[N:8][CH:9]=[CH:10][CH:11]=[C:6]4[O:5][CH2:4][CH2:3]3)=[CH:13][CH:14]=2)=[CH:19][CH:20]=1)#[N:25].